From a dataset of Reaction yield outcomes from USPTO patents with 853,638 reactions. Predict the reaction yield, written as a fraction of the theoretical maximum amount of product (1.0 means a 100% yield; for example, 0.34 means a 34% yield). (1) The reactants are [CH:1](N(C(C)C)CC)([CH3:3])[CH3:2].[CH2:10]([Li])CCC.[C:15]1([CH2:21][C:22]([OH:24])=[O:23])[CH:20]=[CH:19][CH:18]=[CH:17][CH:16]=1.C(Br)C#C.C1(C)C=CC=CC=1.Cl. The catalyst is O1CCCC1.C(OCC)(=O)C. The product is [CH3:10][O:23][C:22](=[O:24])[CH:21]([C:15]1[CH:20]=[CH:19][CH:18]=[CH:17][CH:16]=1)[CH2:3][C:1]#[CH:2]. The yield is 0.150. (2) The reactants are [CH3:1][O:2][C:3](=[O:18])[CH:4]=[C:5]1[CH2:8][CH:7]([CH2:9][O:10][CH2:11][C:12]2[CH:17]=[CH:16][CH:15]=[CH:14][CH:13]=2)[CH2:6]1.[BH4-].[Na+]. The catalyst is CO.Cl[Ni]Cl. The product is [CH3:1][O:2][C:3](=[O:18])[CH2:4][CH:5]1[CH2:6][CH:7]([CH2:9][O:10][CH2:11][C:12]2[CH:13]=[CH:14][CH:15]=[CH:16][CH:17]=2)[CH2:8]1. The yield is 0.550.